This data is from Full USPTO retrosynthesis dataset with 1.9M reactions from patents (1976-2016). The task is: Predict the reactants needed to synthesize the given product. (1) The reactants are: Cl[C:2]1[N:7]=[C:6]([NH:8][C:9]2[CH:14]=[CH:13][CH:12]=[CH:11][C:10]=2[C:15]2[S:16][C:17]([CH3:20])=[N:18][N:19]=2)[C:5]([Cl:21])=[CH:4][N:3]=1.[NH2:22][C:23]1[CH:24]=[CH:25][C:26]2[N:32]([CH3:33])[C:31](=[O:34])[O:30][CH2:29][CH2:28][C:27]=2[CH:35]=1. Given the product [Cl:21][C:5]1[C:6]([NH:8][C:9]2[CH:14]=[CH:13][CH:12]=[CH:11][C:10]=2[C:15]2[S:16][C:17]([CH3:20])=[N:18][N:19]=2)=[N:7][C:2]([NH:22][C:23]2[CH:24]=[CH:25][C:26]3[N:32]([CH3:33])[C:31](=[O:34])[O:30][CH2:29][CH2:28][C:27]=3[CH:35]=2)=[N:3][CH:4]=1, predict the reactants needed to synthesize it. (2) Given the product [Cl:1][C:2]1[CH:7]=[C:6]([C:8]2[C:17]3[C:12](=[CH:13][C:14]([S:18]([NH:47][C:43]4[S:42][CH:46]=[N:45][N:44]=4)(=[O:21])=[O:19])=[CH:15][CH:16]=3)[CH:11]=[CH:10][N:9]=2)[C:5]([O:33][CH3:34])=[CH:4][C:3]=1[C:35]1[CH:40]=[CH:39][CH:38]=[C:37]([F:41])[CH:36]=1, predict the reactants needed to synthesize it. The reactants are: [Cl:1][C:2]1[CH:7]=[C:6]([C:8]2[C:17]3[C:12](=[CH:13][C:14]([S:18]([O:21]C4C(F)=C(F)C(F)=C(F)C=4F)(=O)=[O:19])=[CH:15][CH:16]=3)[CH:11]=[CH:10][N:9]=2)[C:5]([O:33][CH3:34])=[CH:4][C:3]=1[C:35]1[CH:40]=[CH:39][CH:38]=[C:37]([F:41])[CH:36]=1.[S:42]1[CH:46]=[N:45][N:44]=[C:43]1[NH2:47].C(=O)([O-])[O-].[Cs+].[Cs+]. (3) Given the product [ClH:12].[Cl:12][CH2:8][C:5]1[CH:6]=[CH:7][N:3]([CH2:1][CH3:2])[N:4]=1, predict the reactants needed to synthesize it. The reactants are: [CH2:1]([N:3]1[CH:7]=[CH:6][C:5]([CH2:8]O)=[N:4]1)[CH3:2].S(Cl)([Cl:12])=O. (4) Given the product [Cl:12][C:8]1[C:9]([O:11][CH:6]([O:5][C:3]2[CH:16]=[C:15]([CH3:21])[CH:14]=[CH:19][CH:18]=2)[C:7]=1[Cl:13])=[O:10], predict the reactants needed to synthesize it. The reactants are: CO[C:3]([O:5][CH:6]1[O:11][C:9](=[O:10])[C:8]([Cl:12])=[C:7]1[Cl:13])=O.[CH:14]1[C:19](O)=[CH:18]C=[CH:16][C:15]=1[CH3:21]. (5) Given the product [CH3:1][O:2][C:3]1[CH:4]=[C:5]([CH:6]=[CH:22][CH:18]=[O:17])[CH:8]=[CH:9][C:10]=1[N:11]1[CH:15]=[CH:14][CH:13]=[N:12]1, predict the reactants needed to synthesize it. The reactants are: [CH3:1][O:2][C:3]1[CH:4]=[C:5]([CH:8]=[CH:9][C:10]=1[N:11]1[CH:15]=[CH:14][CH:13]=[N:12]1)[CH:6]=O.[Br-].[O:17]1CCO[CH:18]1[CH2:22][P+](C1C=CC=CC=1)(C1C=CC=CC=1)C1C=CC=CC=1.COCCOCCN(CCOCCOC)CCOCCOC. (6) The reactants are: [S-:1][C:2]#[N:3].[K+].[NH2:5][C:6]1[CH:7]=[CH:8][C:9]([N:12]([CH3:27])[C:13]2[CH:14]=[CH:15][C:16]([F:26])=[C:17]([NH:19][C:20](=[O:25])[C:21]([F:24])([F:23])[F:22])[CH:18]=2)=[N:10][CH:11]=1.BrBr. Given the product [NH2:3][C:2]1[S:1][C:11]2[C:6]([N:5]=1)=[CH:7][CH:8]=[C:9]([N:12]([CH3:27])[C:13]1[CH:14]=[CH:15][C:16]([F:26])=[C:17]([NH:19][C:20](=[O:25])[C:21]([F:24])([F:22])[F:23])[CH:18]=1)[N:10]=2, predict the reactants needed to synthesize it. (7) Given the product [C:20]([C:24]1[CH:25]=[C:26]([NH:37][C:17](=[O:19])[CH2:16][C:13]2[CH:12]=[CH:11][C:10]([N:3]3[C:4]4=[N:5][CH:6]=[CH:7][CH:8]=[C:9]4[N:1]=[CH:2]3)=[CH:15][CH:14]=2)[N:27]([C:29]2[CH:34]=[CH:33][C:32]([CH3:35])=[CH:31][C:30]=2[CH3:36])[N:28]=1)([CH3:23])([CH3:22])[CH3:21], predict the reactants needed to synthesize it. The reactants are: [N:1]1[C:9]2[C:4](=[N:5][CH:6]=[CH:7][CH:8]=2)[N:3]([C:10]2[CH:15]=[CH:14][C:13]([CH2:16][C:17]([OH:19])=O)=[CH:12][CH:11]=2)[CH:2]=1.[C:20]([C:24]1[CH:25]=[C:26]([NH2:37])[N:27]([C:29]2[CH:34]=[CH:33][C:32]([CH3:35])=[CH:31][C:30]=2[CH3:36])[N:28]=1)([CH3:23])([CH3:22])[CH3:21]. (8) Given the product [CH3:23][O:22][N:20]([CH3:21])[C:18]([CH:17]1[CH2:4][CH:16]1[C:13]1[CH:12]=[CH:11][C:10]([Cl:9])=[CH:15][CH:14]=1)=[O:19], predict the reactants needed to synthesize it. The reactants are: [H-].[Na+].[I-].[CH3:4][S+](C)(C)=O.[Cl:9][C:10]1[CH:15]=[CH:14][C:13]([CH:16]=[CH:17][C:18]([N:20]([O:22][CH3:23])[CH3:21])=[O:19])=[CH:12][CH:11]=1. (9) Given the product [NH2:1][C:2]1[C:3]([C:34]2[CH:33]=[CH:32][C:31]([NH:45][C:46]([NH:48][C:49]3[CH:54]=[CH:53][N:52]=[CH:51][CH:50]=3)=[O:47])=[C:30]([F:29])[CH:35]=2)=[C:4]([NH:8][C@H:9]([C:11]2[N:16]([C:17]3[CH:22]=[CH:21][CH:20]=[CH:19][CH:18]=3)[C:15](=[O:23])[C:14]3=[C:24]([CH3:27])[CH:25]=[CH:26][N:13]3[N:12]=2)[CH3:10])[N:5]=[CH:6][N:7]=1, predict the reactants needed to synthesize it. The reactants are: [NH2:1][C:2]1[N:7]=[CH:6][N:5]=[C:4]([NH:8][C@H:9]([C:11]2[N:16]([C:17]3[CH:22]=[CH:21][CH:20]=[CH:19][CH:18]=3)[C:15](=[O:23])[C:14]3=[C:24]([CH3:27])[CH:25]=[CH:26][N:13]3[N:12]=2)[CH3:10])[C:3]=1Br.[F:29][C:30]1[CH:35]=[C:34](B2OC(C)(C)C(C)(C)O2)[CH:33]=[CH:32][C:31]=1[NH:45][C:46]([NH:48][C:49]1[CH:54]=[CH:53][N:52]=[CH:51][CH:50]=1)=[O:47].C(=O)([O-])[O-].[Cs+].[Cs+]. (10) Given the product [F:2][C:3]1[CH:8]=[CH:7][CH:6]=[CH:5][C:4]=1[N:9]1[C:14](=[O:13])[CH:15]=[C:16]([CH3:18])[NH:10]1, predict the reactants needed to synthesize it. The reactants are: Cl.[F:2][C:3]1[CH:8]=[CH:7][CH:6]=[CH:5][C:4]=1[NH:9][NH2:10].C([O:13][C:14](=O)[CH2:15][C:16]([CH3:18])=O)C.[OH-].[Na+].